This data is from NCI-60 drug combinations with 297,098 pairs across 59 cell lines. The task is: Regression. Given two drug SMILES strings and cell line genomic features, predict the synergy score measuring deviation from expected non-interaction effect. Drug 1: C1=C(C(=O)NC(=O)N1)F. Drug 2: CN(C)C1=NC(=NC(=N1)N(C)C)N(C)C. Cell line: SK-MEL-2. Synergy scores: CSS=24.1, Synergy_ZIP=1.34, Synergy_Bliss=2.31, Synergy_Loewe=-14.7, Synergy_HSA=-0.148.